This data is from Experimentally validated miRNA-target interactions with 360,000+ pairs, plus equal number of negative samples. The task is: Binary Classification. Given a miRNA mature sequence and a target amino acid sequence, predict their likelihood of interaction. (1) The miRNA is hsa-miR-4453 with sequence GAGCUUGGUCUGUAGCGGUU. The protein sequence of the target gene is MGSILSRRIAGVEDIDIQANSAYRYPPKSGNYFASHFFMGGEKFDTPHPEGYLFGENMDLNFLGSRPVQFPYVTPAPHEPVKTLRSLVNIRKDSLRLVRYKEDADSPTEDGEKPRVLYSLEFTFDADARVAITIYCQAVEELVNGVAVYSCKNPSLQSETVHYKRGVSQQFSLPSFKIDFSEWKDDELNFDLDRGVFPVVIQAVVDEGDVVEVTGHAHVLLAAFEKHVDGSFSVKPLKQKQIVDRVSYLLQEIYGIENKNNQETKPSDDENSDNSSECVVCLSDLRDTLILPCRHLCLCT.... Result: 0 (no interaction). (2) Result: 0 (no interaction). The miRNA is hsa-miR-20a-5p with sequence UAAAGUGCUUAUAGUGCAGGUAG. The protein sequence of the target gene is MVGVGGGDVEDVTPRPGGCQISGRGARGCNGIPGAAAWEAALPRRRPRRHPSVNPRSRAAGSPRTRGRRTEERPSGSRLGDRGRGRALPGGRLGGRGRGRAPERVGGRGRGRGTAAPRAAPAARGSRPGPAGTMAAGSITTLPALPEDGGSGAFPPGHFKDPKRLYCKNGGFFLRIHPDGRVDGVREKSDPHIKLQLQAEERGVVSIKGVCANRYLAMKEDGRLLASKCVTDECFFFERLESNNYNTYRSRKYTSWYVALKRTGQYKLGSKTGPGQKAILFLPMSAKS. (3) The miRNA is hsa-miR-7156-5p with sequence UUGUUCUCAAACUGGCUGUCAGA. The protein sequence of the target gene is MSEESDSLRTSPSVASLSENELPLPPPDPPGYVCSLTEDLVTKAREELQEKPEWRLRDVQALRDMVRKEYPYLSTSLDDAFLLRFLRARKFDYDRALQLLVNYHGCRRSWPEVFSNLRPSALKDVLNSGFLTVLPHTDPRGCHVLCIRPDRWIPSNYPITENIRAVYLTLEKLIQSEETQVNGIVILADYKGVSLSKASHFGPFIAKKVIGILQDGFPIRIKAVHIVNEPRIFKGIFAIIKPFLKEKIANRFFLHGSDLNSLHTNLPRNILPKEYGGTAGELDTASWNAVLLASEEDFVK.... Result: 0 (no interaction). (4) The miRNA is mmu-miR-712-5p with sequence CUCCUUCACCCGGGCGGUACC. The protein sequence of the target gene is MAIALQPSDLVFEFASNGMDDIHQLEDPSVFPAVIVEQVPYPELVHLCSGLDLDEVHNGIIRDRTLCMTQDQILEGSILLTDDDVSTSNNVSSTEVLFNVATPSDVLDEKQIFSSPEVLSDSNSVQAINLPNFLLSTPEPDDLKKTSDAGDQKEHSEEEKVSREENLRKMGKARKRNRKTKNNRSTSPVTDPSMPIRKKSKDGKGSTIYLWEFLLALLQDRNTCPKYIKWTQREKGIFKLVDSKAVSKLWGKQKNKPDMNYETMGRALRYYYQRGILAKVEGQRLVYQFKEMPKDLVVID.... Result: 1 (interaction). (5) The protein sequence of the target gene is MTVDDPKGMKDQLDQKPNGKTAKGFVSSWRWYPAAVTLGVLCLGLLVTVILLILQLSQVSDLIKKQQANITHQEDILEGQILAQRRSEKSAQESQKELKEMIETLAHKLDEKSKKLMELHRQNLNLQEVLKEAANYSGPCPQDWLWHEENCYQFSSGSFNWEKSQENCLSLDAHLLKINSTDELEFIQQMIAHSSFPFWMGLSMRKPNYSWLWEDGTPLTPHLFRIQGAVSRMYPSGTCAYIQRGTVFAENCILTAFSICQKKANLLRAQ. Result: 0 (no interaction). The miRNA is hsa-miR-548l with sequence AAAAGUAUUUGCGGGUUUUGUC. (6) The miRNA is hsa-miR-3179 with sequence AGAAGGGGUGAAAUUUAAACGU. The protein sequence of the target gene is MASVAQESAGSQRRLPPRHGALRGLLLLCLWLPSGRAALPPAAPLSELHAQLSGVEQLLEEFRRQLQQERPQEELELELRAGGGPQEDCPGPGSGGYSAMPDAIIRTKDSLAAGASFLRAPAAVRGWRQCVAACCSEPRCSVAVVELPRRPAPPAAVLGCYLFNCTARGRNVCKFALHSGYSSYSLSRAPDGAALATARASPRQEKDAPPLSKAGQDVVLHLPTDGVVLDGRESTDDHAIVQYEWALLQGDPSVDMKVPQSGTLKLSHLQEGTYTFQLTVTDTAGQRSSDNVSVTVLRAA.... Result: 0 (no interaction).